From a dataset of Reaction yield outcomes from USPTO patents with 853,638 reactions. Predict the reaction yield, written as a fraction of the theoretical maximum amount of product (1.0 means a 100% yield; for example, 0.34 means a 34% yield). (1) The catalyst is ClCCl. The product is [F:15][C:16]1[CH:21]=[C:20]([F:22])[CH:19]=[CH:18][C:17]=1[N:23]1[CH2:24][CH2:25][N:26]([S:11]([C:2]2[CH:3]=[CH:4][C:5]3[C:10](=[CH:9][CH:8]=[CH:7][CH:6]=3)[CH:1]=2)(=[O:13])=[O:12])[CH2:27][CH2:28]1. The yield is 0.550. The reactants are [CH:1]1[C:10]2[C:5](=[CH:6][CH:7]=[CH:8][CH:9]=2)[CH:4]=[CH:3][C:2]=1[S:11](Cl)(=[O:13])=[O:12].[F:15][C:16]1[CH:21]=[C:20]([F:22])[CH:19]=[CH:18][C:17]=1[N:23]1[CH2:28][CH2:27][NH:26][CH2:25][CH2:24]1.C(N(C(C)C)CC)(C)C. (2) The product is [N:1]1[C:2]2[C:15](=[C:14]3[CH:13]=[CH:12][CH:11]=[CH:10][C:9]3=[C:8]3[CH:7]=[CH:6][CH:5]=[CH:4][C:3]3=2)[CH:18]=[CH:17][CH:16]=1. The catalyst is [Cl-].[Zn+2].[Cl-].C(O)(=O)C. The yield is 0.340. The reactants are [NH2:1][C:2]1[C:3]2[C:8]([C:9]3[CH:10]=[CH:11][CH:12]=[CH:13][C:14]=3[CH:15]=1)=[CH:7][CH:6]=[CH:5][CH:4]=2.[CH:16](=O)[CH:17]=[CH2:18].[OH-].[Na+]. (3) The reactants are [O:1]=[C:2]1[CH2:10][C:9]2[C:4](=[CH:5][C:6]([C:11]([C:13]3[CH:14]=[C:15]([NH:19][C:20]([C:22]4[N:23]([CH3:27])[N:24]=[CH:25][CH:26]=4)=[O:21])[CH:16]=[CH:17][CH:18]=3)=[O:12])=[CH:7][CH:8]=2)[NH:3]1.[CH:28](OCC)=[O:29].[O-]CC.[Na+].Cl. The catalyst is C(O)C. The product is [OH:29][CH:28]=[C:10]1[C:9]2[C:4](=[CH:5][C:6]([C:11]([C:13]3[CH:14]=[C:15]([NH:19][C:20]([C:22]4[N:23]([CH3:27])[N:24]=[CH:25][CH:26]=4)=[O:21])[CH:16]=[CH:17][CH:18]=3)=[O:12])=[CH:7][CH:8]=2)[NH:3][C:2]1=[O:1]. The yield is 0.610. (4) The reactants are [I:1]Cl.[N-:3]=[N+:4]=[N-:5].[Na+].[OH:7][CH2:8][CH:9]([CH2:22][OH:23])[CH2:10][CH2:11][N:12]1[CH:19]=[C:18]([CH:20]=[CH2:21])[C:16](=[O:17])[NH:15][C:13]1=[O:14].C(Cl)(Cl)Cl.CO. The catalyst is C(#N)C. The product is [OH:7][CH2:8][CH:9]([CH2:22][OH:23])[CH2:10][CH2:11][N:12]1[CH:19]=[C:18]([CH:20]([N:3]=[N+:4]=[N-:5])[CH2:21][I:1])[C:16](=[O:17])[NH:15][C:13]1=[O:14]. The yield is 0.210.